Dataset: Catalyst prediction with 721,799 reactions and 888 catalyst types from USPTO. Task: Predict which catalyst facilitates the given reaction. Reactant: [Br:1][C:2]1[CH:3]=[C:4]([C:8]2[C:9]3[N:10]([C:24]([CH2:27][CH3:28])=[CH:25][CH:26]=3)[N:11]=[C:12]([CH2:22]O)[C:13]=2[CH2:14][CH2:15][CH2:16][C:17]([O:19][CH2:20][CH3:21])=[O:18])[CH:5]=[N:6][CH:7]=1.C(P(CCCC)CCCC)CCC.[O:42]1[CH2:46][CH2:45][NH:44][C:43]1=[O:47].N(C(N1CCCCC1)=O)=NC(N1CCCCC1)=O. Product: [Br:1][C:2]1[CH:3]=[C:4]([C:8]2[C:9]3[N:10]([C:24]([CH2:27][CH3:28])=[CH:25][CH:26]=3)[N:11]=[C:12]([CH2:22][N:44]3[CH2:45][CH2:46][O:42][C:43]3=[O:47])[C:13]=2[CH2:14][CH2:15][CH2:16][C:17]([O:19][CH2:20][CH3:21])=[O:18])[CH:5]=[N:6][CH:7]=1. The catalyst class is: 345.